Dataset: Reaction yield outcomes from USPTO patents with 853,638 reactions. Task: Predict the reaction yield, written as a fraction of the theoretical maximum amount of product (1.0 means a 100% yield; for example, 0.34 means a 34% yield). The reactants are [CH3:1][C:2]1[CH:8]=[CH:7][C:5]([NH2:6])=[CH:4][C:3]=1[C:9]1[CH:14]=[C:13]([O:15][CH2:16][CH2:17][O:18]C2CCCCO2)[N:12]=[C:11]([N:25]2[CH2:30][CH2:29][O:28][CH2:27][CH2:26]2)[CH:10]=1.[F:31][C:32]([F:43])([F:42])[C:33]1[CH:34]=[C:35]([CH:39]=[CH:40][N:41]=1)[C:36](O)=[O:37].Cl.C(N=C=NCCCN(C)C)C.O.N1C2C(=NC=CC=2)N(O)N=1.CCN(C(C)C)C(C)C.Cl. The catalyst is CN(C=O)C.O.C(=O)(O)[O-].[Na+]. The product is [OH:18][CH2:17][CH2:16][O:15][C:13]1[CH:14]=[C:9]([C:3]2[CH:4]=[C:5]([NH:6][C:36](=[O:37])[C:35]3[CH:39]=[CH:40][N:41]=[C:33]([C:32]([F:43])([F:31])[F:42])[CH:34]=3)[CH:7]=[CH:8][C:2]=2[CH3:1])[CH:10]=[C:11]([N:25]2[CH2:30][CH2:29][O:28][CH2:27][CH2:26]2)[N:12]=1. The yield is 0.810.